From a dataset of Catalyst prediction with 721,799 reactions and 888 catalyst types from USPTO. Predict which catalyst facilitates the given reaction. (1) Reactant: [CH:1](=O)[CH2:2][CH3:3].[NH2:5][C@H:6]1[CH2:11][CH2:10][C@H:9]([NH:12][C:13]2[C:20]([Cl:21])=[CH:19][C:16]([C:17]#[N:18])=[C:15]([O:22][CH3:23])[CH:14]=2)[CH2:8][CH2:7]1.C(O)(=O)C.C([BH3-])#N.[Na+].C(=O)([O-])O.[Na+]. Product: [Cl:21][C:20]1[C:13]([NH:12][C@H:9]2[CH2:10][CH2:11][C@H:6]([NH:5][CH2:1][CH2:2][CH3:3])[CH2:7][CH2:8]2)=[CH:14][C:15]([O:22][CH3:23])=[C:16]([CH:19]=1)[C:17]#[N:18]. The catalyst class is: 5. (2) Reactant: [F:1][C:2]1[CH:3]=[C:4]([CH:9]2[N:18]([CH2:19][C:20]([O:22][CH2:23][CH3:24])=[O:21])[C:17](=[O:25])[C:12]3([CH2:16][CH2:15][CH2:14][CH2:13]3)[NH:11][CH2:10]2)[CH:5]=[C:6]([F:8])[CH:7]=1.C(N(CC)C(C)C)(C)C.[C:35](O[C:35]([O:37][C:38]([CH3:41])([CH3:40])[CH3:39])=[O:36])([O:37][C:38]([CH3:41])([CH3:40])[CH3:39])=[O:36]. Product: [F:1][C:2]1[CH:3]=[C:4]([C@H:9]2[N:18]([CH2:19][C:20]([O:22][CH2:23][CH3:24])=[O:21])[C:17](=[O:25])[C:12]3([CH2:16][CH2:15][CH2:14][CH2:13]3)[N:11]([C:35]([O:37][C:38]([CH3:41])([CH3:40])[CH3:39])=[O:36])[CH2:10]2)[CH:5]=[C:6]([F:8])[CH:7]=1. The catalyst class is: 10.